This data is from Forward reaction prediction with 1.9M reactions from USPTO patents (1976-2016). The task is: Predict the product of the given reaction. Given the reactants Cl[C:2]1[C:7]([C:8]([O:10]CC)=O)=[CH:6][N:5]=[CH:4][N:3]=1.[CH2:13]([O:20][NH:21][C:22](=[O:30])[CH2:23][C:24]1[CH:29]=[CH:28][CH:27]=[CH:26][CH:25]=1)[C:14]1[CH:19]=[CH:18][CH:17]=[CH:16][CH:15]=1.C(=O)([O-])[O-].[K+].[K+].C(OCC)(=O)C, predict the reaction product. The product is: [CH2:13]([O:20][N:21]1[C:2]2[N:3]=[CH:4][N:5]=[CH:6][C:7]=2[C:8]([OH:10])=[C:23]([C:24]2[CH:29]=[CH:28][CH:27]=[CH:26][CH:25]=2)[C:22]1=[O:30])[C:14]1[CH:15]=[CH:16][CH:17]=[CH:18][CH:19]=1.